Dataset: Retrosynthesis with 50K atom-mapped reactions and 10 reaction types from USPTO. Task: Predict the reactants needed to synthesize the given product. (1) Given the product COc1ccc(C2=C(c3cc(F)cc(F)c3)c3ccc(OCCC4CCN(S(C)(=O)=O)CC4)cc3C2=O)cc1F, predict the reactants needed to synthesize it. The reactants are: COc1ccc(B(O)O)cc1F.CS(=O)(=O)N1CCC(CCOc2ccc3c(c2)C(=O)C(Br)=C3c2cc(F)cc(F)c2)CC1. (2) The reactants are: C[C@H](N)C(F)(F)F.Fc1cc(F)c(-c2c(Cl)nc(-c3cnccn3)nc2Cl)c(F)c1. Given the product C[C@H](Nc1nc(-c2cnccn2)nc(Cl)c1-c1c(F)cc(F)cc1F)C(F)(F)F, predict the reactants needed to synthesize it. (3) Given the product CC(C)(C)OC(=O)C(NC(=O)CCCC(=O)O)C(=O)OC(C)(C)C, predict the reactants needed to synthesize it. The reactants are: CC(C)(C)OC(=O)C(NC(=O)CCCC(=O)OCc1ccccc1)C(=O)OC(C)(C)C. (4) Given the product COc1cc(C(C)C)c2c(c1)S(=O)(=O)N(COC(=O)c1cc(C)no1)C2=O, predict the reactants needed to synthesize it. The reactants are: COc1cc(C(C)C)c2c(c1)S(=O)(=O)N(CCl)C2=O.Cc1cc(C(=O)O)on1. (5) Given the product CCCc1cc2cc(OC)ccc2c(Oc2ccc(C=O)cc2)c1-c1ccccc1, predict the reactants needed to synthesize it. The reactants are: CCCc1cc2cc(OC)ccc2c(O)c1-c1ccccc1.O=Cc1ccc(F)cc1. (6) Given the product CN(N=Cc1c(O)cc(O)cc1O)c1ccc(C(F)(F)F)cc1[N+](=O)[O-], predict the reactants needed to synthesize it. The reactants are: CN(N)c1ccc(C(F)(F)F)cc1[N+](=O)[O-].O=Cc1c(O)cc(O)cc1O. (7) Given the product O=C(NCC1CCC1)c1nc(OS(=O)(=O)CCC(F)(F)F)ccc1NC(=O)c1ccc(Cn2ccnn2)c2ccccc12, predict the reactants needed to synthesize it. The reactants are: O=C(NCC1CCC1)c1nc(O)ccc1NC(=O)c1ccc(Cn2ccnn2)c2ccccc12.O=S(=O)(Cl)CCC(F)(F)F.